This data is from Peptide-MHC class II binding affinity with 134,281 pairs from IEDB. The task is: Regression. Given a peptide amino acid sequence and an MHC pseudo amino acid sequence, predict their binding affinity value. This is MHC class II binding data. The peptide sequence is ALQSHDDVALVSVMW. The MHC is DRB5_0101 with pseudo-sequence DRB5_0101. The binding affinity (normalized) is 0.0292.